Dataset: Reaction yield outcomes from USPTO patents with 853,638 reactions. Task: Predict the reaction yield, written as a fraction of the theoretical maximum amount of product (1.0 means a 100% yield; for example, 0.34 means a 34% yield). (1) The reactants are [NH2:1][C:2]1[CH:3]=[C:4]([C:13]2[C:14]([C:19]#[N:20])=[CH:15][CH:16]=[CH:17][CH:18]=2)[CH:5]=[CH:6][C:7]=1[N:8]1[CH:12]=[CH:11][CH:10]=[N:9]1.[N:21]([Sn](CCCC)(CCCC)CCCC)=[N+:22]=[N-:23]. The catalyst is C1(C)C=CC=CC=1. The product is [N:8]1([C:7]2[CH:6]=[CH:5][C:4]([C:13]3[CH:18]=[CH:17][CH:16]=[CH:15][C:14]=3[C:19]3[NH:23][N:22]=[N:21][N:20]=3)=[CH:3][C:2]=2[NH2:1])[CH:12]=[CH:11][CH:10]=[N:9]1. The yield is 0.404. (2) The reactants are [Cl:1][C:2]1[N:3]=[C:4]([Cl:20])[C:5]2[C:10](I)=[CH:9][N:8]([CH2:12][O:13][CH2:14][CH2:15][Si:16]([CH3:19])([CH3:18])[CH3:17])[C:6]=2[N:7]=1.[CH3:21][C:22]1[O:23][C:24]2[CH:30]=[C:29](B3OC(C)(C)C(C)(C)O3)[CH:28]=[CH:27][C:25]=2[N:26]=1.C(Cl)Cl.C(=O)([O-])[O-].[Na+].[Na+]. The catalyst is C1C=CC(P(C2C=CC=CC=2)[C-]2C=CC=C2)=CC=1.C1C=CC(P(C2C=CC=CC=2)[C-]2C=CC=C2)=CC=1.Cl[Pd]Cl.[Fe+2].O.O1CCOCC1. The product is [Cl:1][C:2]1[N:3]=[C:4]([Cl:20])[C:5]2[C:10]([C:29]3[CH:28]=[CH:27][C:25]4[N:26]=[C:22]([CH3:21])[O:23][C:24]=4[CH:30]=3)=[CH:9][N:8]([CH2:12][O:13][CH2:14][CH2:15][Si:16]([CH3:19])([CH3:18])[CH3:17])[C:6]=2[N:7]=1. The yield is 0.720. (3) The reactants are Cl[C:2]1[C:11]2[C:6](=[CH:7][CH:8]=[C:9]3[S:14](=[O:16])(=[O:15])[CH2:13][CH2:12][C:10]3=2)[N:5]=[CH:4][C:3]=1[C:17]([O:19][CH2:20][CH3:21])=[O:18].[CH:22]([NH2:25])([CH3:24])[CH3:23]. No catalyst specified. The product is [CH:22]([NH:25][C:2]1[C:11]2[C:6](=[CH:7][CH:8]=[C:9]3[S:14](=[O:16])(=[O:15])[CH2:13][CH2:12][C:10]3=2)[N:5]=[CH:4][C:3]=1[C:17]([O:19][CH2:20][CH3:21])=[O:18])([CH3:24])[CH3:23]. The yield is 0.450. (4) The reactants are [CH3:1][O:2][C:3]1[CH:8]=[CH:7][C:6]([C:9](=[O:14])[CH2:10][CH:11]([CH3:13])[CH3:12])=[CH:5][CH:4]=1.[Br:15]Br. The catalyst is C(OC(=O)C)C. The product is [Br:15][CH:10]([CH:11]([CH3:12])[CH3:13])[C:9]([C:6]1[CH:7]=[CH:8][C:3]([O:2][CH3:1])=[CH:4][CH:5]=1)=[O:14]. The yield is 0.960. (5) The reactants are [Br:1][C:2]1[C:10]2[C:5](=[CH:6][CH:7]=[C:8]([C:11]([NH2:13])=O)[CH:9]=2)[N:4]([CH:14]2[CH2:19][CH2:18][CH2:17][CH2:16][O:15]2)[N:3]=1.COC(OC)[N:23]([CH3:25])C.C(O)(=O)C.[NH2:32]N. The catalyst is O. The product is [NH:23]1[CH:25]=[N:32][C:11]([C:8]2[CH:9]=[C:10]3[C:5](=[CH:6][CH:7]=2)[N:4]([CH:14]2[CH2:19][CH2:18][CH2:17][CH2:16][O:15]2)[N:3]=[C:2]3[Br:1])=[N:13]1. The yield is 0.930. (6) The reactants are C(OC([N:8](C(OC(C)(C)C)=O)[C:9]1[N:14]=[CH:13][C:12]([C:15]2[N:23]=[C:22]3[C:18]([N:19]=[C:20]([Cl:36])[N:21]3[C@H:24]3[CH2:28][CH2:27][N:26](C(OC(C)(C)C)=O)[CH2:25]3)=[C:17]([N:37]3[CH2:42][CH2:41][O:40][CH2:39][CH2:38]3)[N:16]=2)=[CH:11][N:10]=1)=O)(C)(C)C.FC(F)(F)C(O)=O.C(N(CC)CC)C.[CH3:64][S:65](Cl)(=[O:67])=[O:66]. The catalyst is C(Cl)Cl. The product is [Cl:36][C:20]1[N:21]([C@H:24]2[CH2:28][CH2:27][N:26]([S:65]([CH3:64])(=[O:67])=[O:66])[CH2:25]2)[C:22]2[C:18]([N:19]=1)=[C:17]([N:37]1[CH2:42][CH2:41][O:40][CH2:39][CH2:38]1)[N:16]=[C:15]([C:12]1[CH:13]=[N:14][C:9]([NH2:8])=[N:10][CH:11]=1)[N:23]=2. The yield is 0.420. (7) The reactants are [C:1]([N:4]1[CH2:9][CH2:8][N:7]([CH2:10][CH2:11][O:12][C:13]2[CH:22]=[C:21]3[C:16]([C:17](Cl)=[N:18][CH:19]=[N:20]3)=[C:15]([O:24][CH:25]([CH3:27])[CH3:26])[CH:14]=2)[CH2:6][CH2:5]1)(=[O:3])[CH3:2].[NH2:28][C:29]1[CH:34]=[CH:33][N:32]=[C:31]2[O:35][CH2:36][O:37][C:30]=12. No catalyst specified. The product is [C:1]([N:4]1[CH2:9][CH2:8][N:7]([CH2:10][CH2:11][O:12][C:13]2[CH:22]=[C:21]3[C:16]([C:17]([NH:28][C:29]4[CH:34]=[CH:33][N:32]=[C:31]5[O:35][CH2:36][O:37][C:30]=45)=[N:18][CH:19]=[N:20]3)=[C:15]([O:24][CH:25]([CH3:27])[CH3:26])[CH:14]=2)[CH2:6][CH2:5]1)(=[O:3])[CH3:2]. The yield is 0.550. (8) The reactants are Br[C:2]1[CH:7]=[C:6]([CH3:8])[CH:5]=[C:4]([O:9][CH3:10])[CH:3]=1.[CH3:11][N:12](C=O)C. The catalyst is [C-]#N.[C-]#N.[Zn+2].C1C=CC([P]([Pd]([P](C2C=CC=CC=2)(C2C=CC=CC=2)C2C=CC=CC=2)([P](C2C=CC=CC=2)(C2C=CC=CC=2)C2C=CC=CC=2)[P](C2C=CC=CC=2)(C2C=CC=CC=2)C2C=CC=CC=2)(C2C=CC=CC=2)C2C=CC=CC=2)=CC=1.C(OCC)(=O)C. The product is [CH3:10][O:9][C:4]1[CH:3]=[C:2]([CH:7]=[C:6]([CH3:8])[CH:5]=1)[C:11]#[N:12]. The yield is 0.830.